This data is from hERG potassium channel inhibition data for cardiac toxicity prediction from Karim et al.. The task is: Regression/Classification. Given a drug SMILES string, predict its toxicity properties. Task type varies by dataset: regression for continuous values (e.g., LD50, hERG inhibition percentage) or binary classification for toxic/non-toxic outcomes (e.g., AMES mutagenicity, cardiotoxicity, hepatotoxicity). Dataset: herg_karim. The molecule is CC(C)(O)[C@H]1CC[C@H](Nc2ccc3ncc(-c4cccc(C(F)(F)F)c4)n3n2)CC1. The result is 0 (non-blocker).